From a dataset of Forward reaction prediction with 1.9M reactions from USPTO patents (1976-2016). Predict the product of the given reaction. Given the reactants [NH:1]1[CH2:6][CH2:5][CH2:4][CH:3]([C:7]([OH:9])=[O:8])[CH2:2]1.[OH-].[Na+].[CH2:12]([O:19][C:20](Cl)=[O:21])[C:13]1[CH:18]=[CH:17][CH:16]=[CH:15][CH:14]=1.Cl, predict the reaction product. The product is: [CH2:12]([O:19][C:20]([N:1]1[CH2:6][CH2:5][CH2:4][CH:3]([C:7]([OH:9])=[O:8])[CH2:2]1)=[O:21])[C:13]1[CH:18]=[CH:17][CH:16]=[CH:15][CH:14]=1.